This data is from Reaction yield outcomes from USPTO patents with 853,638 reactions. The task is: Predict the reaction yield, written as a fraction of the theoretical maximum amount of product (1.0 means a 100% yield; for example, 0.34 means a 34% yield). (1) The reactants are [Cl:1][C:2]1[CH:7]=[CH:6][C:5]([CH:8]2[NH:12][C:11]([C:13]3[CH:18]=[CH:17][C:16]([O:19][CH3:20])=[CH:15][C:14]=3[O:21][CH2:22][CH3:23])=[N:10][CH:9]2[CH2:24][CH:25]2[CH2:29][CH2:28][CH2:27][CH2:26]2)=[CH:4][CH:3]=1.C(N(CC)CC)C.[C:37](Cl)([Cl:39])=[O:38]. The catalyst is C(Cl)Cl. The product is [Cl:1][C:2]1[CH:3]=[CH:4][C:5]([CH:8]2[N:12]([C:37]([Cl:39])=[O:38])[C:11]([C:13]3[CH:18]=[CH:17][C:16]([O:19][CH3:20])=[CH:15][C:14]=3[O:21][CH2:22][CH3:23])=[N:10][CH:9]2[CH2:24][CH:25]2[CH2:29][CH2:28][CH2:27][CH2:26]2)=[CH:6][CH:7]=1. The yield is 0.720. (2) The reactants are [CH3:1][C:2]1[CH:7]=[C:6]([CH3:8])[NH:5][C:4](=[O:9])[C:3]=1[CH2:10][NH:11][C:12]([C:14]1[CH:19]=[C:18]([C:20](O)=[O:21])[N:17]=[C:16]2[N:23]([CH:26]([CH3:28])[CH3:27])[N:24]=[CH:25][C:15]=12)=[O:13].CN.C1C[N:34]([P+](ON2N=NC3C=CC=CC2=3)(N2CCCC2)N2CCCC2)[CH2:33]C1.F[P-](F)(F)(F)(F)F.O. The catalyst is CS(C)=O.CO.C(Cl)Cl. The product is [CH3:1][C:2]1[CH:7]=[C:6]([CH3:8])[NH:5][C:4](=[O:9])[C:3]=1[CH2:10][NH:11][C:12]([C:14]1[C:15]2[CH:25]=[N:24][N:23]([CH:26]([CH3:27])[CH3:28])[C:16]=2[N:17]=[C:18]([C:20]([NH:34][CH3:33])=[O:21])[CH:19]=1)=[O:13]. The yield is 0.0800. (3) The reactants are Cl.[Cl:2][C:3]1[CH:4]=[C:5]2[C:9](=[CH:10][CH:11]=1)[NH:8][CH:7]=[C:6]2[CH2:12][CH2:13][NH2:14].[CH3:15][O:16][C:17]1[CH:22]=[CH:21][CH:20]=[CH:19][C:18]=1[N:23]1[CH2:27][CH2:26][CH:25]([C:28](O)=[O:29])[C:24]1=[O:31].C1CN([P+](ON2N=NC3C=CC=CC2=3)(N2CCCC2)N2CCCC2)CC1.F[P-](F)(F)(F)(F)F.C(N(CC)C(C)C)(C)C. The catalyst is ClCCl.CN(C=O)C. The product is [Cl:2][C:3]1[CH:4]=[C:5]2[C:9](=[CH:10][CH:11]=1)[NH:8][CH:7]=[C:6]2[CH2:12][CH2:13][NH:14][C:28]([CH:25]1[CH2:26][CH2:27][N:23]([C:18]2[CH:19]=[CH:20][CH:21]=[CH:22][C:17]=2[O:16][CH3:15])[C:24]1=[O:31])=[O:29]. The yield is 0.680. (4) The reactants are [C:9](O[C:9]([O:11][C:12]([CH3:15])([CH3:14])[CH3:13])=[O:10])([O:11][C:12]([CH3:15])([CH3:14])[CH3:13])=[O:10].[O:16]=[C:17]1[CH2:22][CH2:21][NH:20][CH2:19][CH:18]1[C:23]([O:25][CH3:26])=[O:24].C(N(CC)CC)C. The catalyst is C(Cl)Cl.CN(C1C=CN=CC=1)C. The product is [O:16]=[C:17]1[CH2:22][CH2:21][N:20]([C:9]([O:11][C:12]([CH3:13])([CH3:14])[CH3:15])=[O:10])[CH2:19][CH:18]1[C:23]([O:25][CH3:26])=[O:24]. The yield is 0.950. (5) The reactants are [OH:1][C:2]1[CH:7]=[CH:6][C:5]([CH:8]2[CH2:13][CH2:12][C:11](=[O:14])[CH2:10][CH2:9]2)=[CH:4][CH:3]=1.[C:15]([O-])([O-])=O.[K+].[K+].IC. The catalyst is CC(C)=O. The product is [CH3:15][O:1][C:2]1[CH:3]=[CH:4][C:5]([CH:8]2[CH2:9][CH2:10][C:11](=[O:14])[CH2:12][CH2:13]2)=[CH:6][CH:7]=1. The yield is 1.00. (6) The reactants are [C:1]1(=[O:8])[O:7][C:5](=[O:6])[CH2:4][CH2:3][CH2:2]1.[Br:9][C:10]1[C:24]([F:25])=[CH:23][C:13]2[O:14][C:15]3[CH:22]=[CH:21][CH:20]=[CH:19][C:16]=3[CH:17]=[N:18][C:12]=2[CH:11]=1.CCOCC. The catalyst is C1(C)C(C)=CC=CC=1. The product is [Br:9][C:10]1[C:24]([F:25])=[CH:23][C:13]2[O:14][C:15]3[CH:22]=[CH:21][CH:20]=[CH:19][C:16]=3[C@H:17]3[C@H:2]([C:1]([OH:7])=[O:8])[CH2:3][CH2:4][C:5](=[O:6])[N:18]3[C:12]=2[CH:11]=1. The yield is 0.810. (7) The reactants are Cl[C:2]1[CH:11]=[C:10](Cl)[CH:9]=[C:8]2[C:3]=1[CH:4]=[CH:5][C:6]([C:13]1[CH:18]=[C:17]([CH3:19])[CH:16]=[C:15]([CH3:20])[CH:14]=1)=[N:7]2.[CH2:21](B(O)O)[CH:22]([CH3:24])[CH3:23].C1(P(C2CCCCC2)[C:35]2C=CC=[CH:37][C:36]=2[C:41]2C(OC)=CC=CC=2OC)CCCCC1.O.P([O-])([O-])([O-])=O.[K+].[K+].[K+]. The catalyst is C1(C)C=CC=CC=1.C1C=CC(/C=C/C(/C=C/C2C=CC=CC=2)=O)=CC=1.C1C=CC(/C=C/C(/C=C/C2C=CC=CC=2)=O)=CC=1.C1C=CC(/C=C/C(/C=C/C2C=CC=CC=2)=O)=CC=1.[Pd].[Pd].O. The product is [CH3:20][C:15]1[CH:14]=[C:13]([C:6]2[CH:5]=[CH:4][C:3]3[C:8](=[CH:9][C:10]([CH2:35][CH:36]([CH3:41])[CH3:37])=[CH:11][C:2]=3[CH2:21][CH:22]([CH3:24])[CH3:23])[N:7]=2)[CH:18]=[C:17]([CH3:19])[CH:16]=1. The yield is 0.410.